This data is from Forward reaction prediction with 1.9M reactions from USPTO patents (1976-2016). The task is: Predict the product of the given reaction. (1) Given the reactants CN(C(ON1N=NC2C=CC=NC1=2)=[N+](C)C)C.F[P-](F)(F)(F)(F)F.C1C=NC2N(O)N=NC=2C=1.[NH:35](C(OC(C)(C)C)=O)[C@H:36]([C:42]([O:44]C(C)(C)C)=[O:43])[CH2:37][CH2:38][C:39](=O)[OH:40].Cl.C(N(CC)CC)C.[Cl:64][C:65]1[C:74]([NH2:75])=[CH:73][C:72]([Cl:76])=[CH:71][C:66]=1[C:67]([O:69]C)=[O:68], predict the reaction product. The product is: [Cl:64][C:65]1[C:74]([NH:75][C:39](=[O:40])[CH2:38][CH2:37][C@@H:36]([C:42]([OH:44])=[O:43])[NH2:35])=[CH:73][C:72]([Cl:76])=[CH:71][C:66]=1[C:67]([OH:69])=[O:68]. (2) Given the reactants [CH3:1][CH:2]([CH3:14])[C:3]([C:5]1[NH:13][C:8]2=[CH:9][N:10]=[CH:11][CH:12]=[C:7]2[CH:6]=1)=O.[C:15]([NH:18][NH2:19])([NH2:17])=[NH:16].[ClH:20].Cl, predict the reaction product. The product is: [ClH:20].[ClH:20].[CH3:1][CH:2]([CH3:14])[C:3](=[N:19][NH:18][C:15]([NH2:17])=[NH:16])[C:5]1[NH:13][C:8]2=[CH:9][N:10]=[CH:11][CH:12]=[C:7]2[CH:6]=1. (3) Given the reactants C(OC(=O)[NH:10][CH2:11][C:12]1[S:13][C:14]([C:17]2[CH:22]=[CH:21][C:20]([O:23]CC3C=CC=CC=3)=[CH:19][CH:18]=2)=[N:15][N:16]=1)C1C=CC=CC=1, predict the reaction product. The product is: [NH2:10][CH2:11][C:12]1[S:13][C:14]([C:17]2[CH:22]=[CH:21][C:20]([OH:23])=[CH:19][CH:18]=2)=[N:15][N:16]=1. (4) The product is: [CH3:10][O:9][C:8]1[C:3]([CH2:2][N:13]2[CH:17]=[CH:16][N:15]=[C:14]2[C:18]2[S:19][CH:20]=[CH:21][N:22]=2)=[N:4][CH:5]=[C:6]([O:11][CH3:12])[N:7]=1. Given the reactants Cl[CH2:2][C:3]1[C:8]([O:9][CH3:10])=[N:7][C:6]([O:11][CH3:12])=[CH:5][N:4]=1.[NH:13]1[CH:17]=[CH:16][N:15]=[C:14]1[C:18]1[S:19][CH:20]=[CH:21][N:22]=1.C([O-])([O-])=O.[K+].[K+], predict the reaction product.